Dataset: M1 muscarinic receptor antagonist screen with 61,756 compounds. Task: Binary Classification. Given a drug SMILES string, predict its activity (active/inactive) in a high-throughput screening assay against a specified biological target. (1) The compound is Clc1c(C(SCc2ccc(Cl)cc2)Cn2ccnc2)ccc(Cl)c1. The result is 0 (inactive). (2) The drug is S(c1n(nnn1)C1CCCCC1)CC(=O)Nc1sc2c(n1)ccc(OCC)c2. The result is 0 (inactive). (3) The compound is O1c2c(OCC1)ccc(NC(=O)COC(=O)c1nn(Cc3ccccc3)c(=O)cc1)c2. The result is 0 (inactive). (4) The molecule is OC1(CCN(CC1)CCCCOc1ccccc1)c1ccc(OC)cc1. The result is 1 (active). (5) The drug is S1C(CC(=O)Nc2ccccc2)C(=O)N=C1Nc1c(n(n(c1=O)c1ccccc1)C)C. The result is 0 (inactive).